The task is: Predict the reactants needed to synthesize the given product.. This data is from Full USPTO retrosynthesis dataset with 1.9M reactions from patents (1976-2016). (1) Given the product [C:14]([C:32]([CH:26]1[CH2:25][CH2:27]1)=[CH:33][NH:2][CH:3]([C:4]([O:6][CH2:7][CH3:8])=[O:5])[C:9]([O:11][CH2:12][CH3:13])=[O:10])#[N:16], predict the reactants needed to synthesize it. The reactants are: Cl.[NH2:2][CH:3]([C:9]([O:11][CH2:12][CH3:13])=[O:10])[C:4]([O:6][CH2:7][CH3:8])=[O:5].[CH2:14]([N:16](CC)CC)C.C(O[CH2:25][CH3:26])(=O)C.[C:27](=O)([O-])O.[Na+].[CH2:32](O)[CH3:33]. (2) Given the product [F:40][C:36]1([F:39])[CH2:37][CH2:38][N:34]([S:31]([C:26]2[CH:27]=[CH:28][CH:29]=[CH:30][C:25]=2[C:6]2[CH:5]=[CH:4][C:3]([C:17]3[N:18]=[CH:19][C:20]([NH2:23])=[N:21][CH:22]=3)=[C:2]([F:1])[CH:7]=2)(=[O:33])=[O:32])[CH2:35]1, predict the reactants needed to synthesize it. The reactants are: [F:1][C:2]1[CH:7]=[C:6](B2OC(C)(C)C(C)(C)O2)[CH:5]=[CH:4][C:3]=1[C:17]1[N:18]=[CH:19][C:20]([NH2:23])=[N:21][CH:22]=1.Br[C:25]1[CH:30]=[CH:29][CH:28]=[CH:27][C:26]=1[S:31]([N:34]1[CH2:38][CH2:37][C:36]([F:40])([F:39])[CH2:35]1)(=[O:33])=[O:32]. (3) The reactants are: [NH2:1][CH:2]1[CH2:7][CH2:6][N:5]([C:8](=[O:18])[CH2:9][CH2:10][CH2:11][N:12]2[CH2:17][CH2:16][O:15][CH2:14][CH2:13]2)[CH2:4][CH2:3]1.C(N(C(C)C)CC)(C)C.[F:28][C:29]1[CH:30]=[C:31]([N:36]=[C:37]=[O:38])[CH:32]=[CH:33][C:34]=1[F:35]. Given the product [F:28][C:29]1[CH:30]=[C:31]([NH:36][C:37]([NH:1][CH:2]2[CH2:7][CH2:6][N:5]([C:8](=[O:18])[CH2:9][CH2:10][CH2:11][N:12]3[CH2:13][CH2:14][O:15][CH2:16][CH2:17]3)[CH2:4][CH2:3]2)=[O:38])[CH:32]=[CH:33][C:34]=1[F:35], predict the reactants needed to synthesize it. (4) Given the product [NH:4]1[C:5]([C:6]2[CH:7]=[C:8]([NH:9][C:24]([C:17]3[C:18]4[NH:22][CH:21]=[N:20][C:19]=4[CH:23]=[C:15]([C:14]([F:28])([F:13])[F:27])[CH:16]=3)=[O:25])[CH:10]=[CH:11][CH:12]=2)=[N:1][N:2]=[N:3]1.[F:13][C:14]([F:28])([F:27])[C:63]([OH:64])=[O:41], predict the reactants needed to synthesize it. The reactants are: [NH:1]1[C:5]([C:6]2[CH:7]=[C:8]([CH:10]=[CH:11][CH:12]=2)[NH2:9])=[N:4][N:3]=[N:2]1.[F:13][C:14]([F:28])([F:27])[C:15]1[CH:16]=[C:17]([C:24](O)=[O:25])[C:18]2[NH:22][CH:21]=[N:20][C:19]=2[CH:23]=1.Cl.C(N=C=NCCCN(C)C)C.[OH:41]N1C2C=CC=CC=2N=N1.CCN(C(C)C)C(C)C.CN([CH:63]=[O:64])C. (5) Given the product [CH:38]1([NH:41][C:25]([C:23]2([CH3:28])[O:22][N:21]=[C:20]([C:15]3[CH:14]=[C:13]([C:10]4[CH:11]=[CH:12][C:7]([NH:6][C:4](=[O:5])[C:3]5[C:29]([F:33])=[CH:30][CH:31]=[CH:32][C:2]=5[F:1])=[CH:8][CH:9]=4)[C:18]([CH3:19])=[CH:17][CH:16]=3)[CH2:24]2)=[O:27])[CH2:40][CH2:39]1, predict the reactants needed to synthesize it. The reactants are: [F:1][C:2]1[CH:32]=[CH:31][CH:30]=[C:29]([F:33])[C:3]=1[C:4]([NH:6][C:7]1[CH:12]=[CH:11][C:10]([C:13]2[C:18]([CH3:19])=[CH:17][CH:16]=[C:15]([C:20]3[CH2:24][C:23]([CH3:28])([C:25]([OH:27])=O)[O:22][N:21]=3)[CH:14]=2)=[CH:9][CH:8]=1)=[O:5].S(Cl)(Cl)=O.[CH:38]1([NH2:41])[CH2:40][CH2:39]1.C(N(CC)CC)C. (6) Given the product [O:17]=[C:11]([CH2:9][C:8](=[O:10])[C:5]1[CH:6]=[CH:7][N:2]=[CH:3][CH:4]=1)[C:12]([O:14][CH2:15][CH3:16])=[O:13], predict the reactants needed to synthesize it. The reactants are: [Na].[N:2]1[CH:7]=[CH:6][C:5]([C:8](=[O:10])[CH3:9])=[CH:4][CH:3]=1.[C:11](OCC)(=[O:17])[C:12]([O:14][CH2:15][CH3:16])=[O:13].